From a dataset of Forward reaction prediction with 1.9M reactions from USPTO patents (1976-2016). Predict the product of the given reaction. (1) The product is: [Cl:29][C:23]1[CH:24]=[CH:25][C:26]([Cl:28])=[CH:27][C:22]=1[C:21]([NH:20][CH2:19][C:18]([NH:17][C@H:12]([B:11]1[O:4][C:1](=[O:5])[CH2:2][O:3]1)[CH2:13][CH:14]([CH3:16])[CH3:15])=[O:31])=[O:30]. Given the reactants [C:1]([OH:5])(=[O:4])[CH2:2][OH:3].O1[B:11]([C@@H:12]([NH:17][C:18](=[O:31])[CH2:19][NH:20][C:21](=[O:30])[C:22]2[CH:27]=[C:26]([Cl:28])[CH:25]=[CH:24][C:23]=2[Cl:29])[CH2:13][CH:14]([CH3:16])[CH3:15])O[B:11]([C@@H:12]([NH:17][C:18](=[O:31])[CH2:19][NH:20][C:21](=[O:30])[C:22]2[CH:27]=[C:26]([Cl:28])[CH:25]=[CH:24][C:23]=2[Cl:29])[CH2:13][CH:14]([CH3:16])[CH3:15])O[B:11]1[C@@H:12]([NH:17][C:18](=[O:31])[CH2:19][NH:20][C:21](=[O:30])[C:22]1[CH:27]=[C:26]([Cl:28])[CH:25]=[CH:24][C:23]=1[Cl:29])[CH2:13][CH:14]([CH3:16])[CH3:15], predict the reaction product. (2) The product is: [CH3:1][N:2]1[CH:8]2[CH2:9][CH2:10][CH:3]1[CH2:4][N:5]([C:18]([O:20][C:21]([CH3:24])([CH3:23])[CH3:22])=[O:19])[CH2:6][CH2:7]2. Given the reactants [CH3:1][N:2]1[CH:8]2[CH2:9][CH2:10][CH:3]1[CH2:4][NH:5][CH2:6][CH2:7]2.C(N(CC)CC)C.[C:18](O[C:18]([O:20][C:21]([CH3:24])([CH3:23])[CH3:22])=[O:19])([O:20][C:21]([CH3:24])([CH3:23])[CH3:22])=[O:19], predict the reaction product. (3) The product is: [F:1][C:2]1[CH:7]=[C:6]([CH3:8])[CH:5]=[C:4]([NH:9][CH:10]2[CH2:15][CH2:14][N:13]([C@H:16]3[CH2:21][CH2:20][C@H:19]([O:22][CH2:23][CH3:24])[CH2:18][CH2:17]3)[CH2:12][CH2:11]2)[C:3]=1[NH2:25]. Given the reactants [F:1][C:2]1[C:3]([N+:25]([O-])=O)=[C:4]([NH:9][CH:10]2[CH2:15][CH2:14][N:13]([C@H:16]3[CH2:21][CH2:20][C@H:19]([O:22][CH2:23][CH3:24])[CH2:18][CH2:17]3)[CH2:12][CH2:11]2)[CH:5]=[C:6]([CH3:8])[CH:7]=1.O.NN, predict the reaction product. (4) Given the reactants [C:1]([C:3]1[CH:4]=[C:5]([C:25]2[CH:33]=[CH:32][C:28]([C:29]([OH:31])=O)=[CH:27][CH:26]=2)[C:6]([CH:22]2[CH2:24][CH2:23]2)=[N:7][C:8]=1[N:9]1[CH2:14][CH2:13][N:12]([C:15](=[O:20])[CH2:16][CH2:17][O:18][CH3:19])[C@H:11]([CH3:21])[CH2:10]1)#[N:2].[Cl-].[CH3:35][NH2+:36][O:37][CH3:38].CN(C(ON1N=NC2C=CC=NC1=2)=[N+](C)C)C.F[P-](F)(F)(F)(F)F.CCN(C(C)C)C(C)C, predict the reaction product. The product is: [C:1]([C:3]1[CH:4]=[C:5]([C:25]2[CH:33]=[CH:32][C:28]([C:29]([N:36]([O:37][CH3:38])[CH3:35])=[O:31])=[CH:27][CH:26]=2)[C:6]([CH:22]2[CH2:24][CH2:23]2)=[N:7][C:8]=1[N:9]1[CH2:14][CH2:13][N:12]([C:15](=[O:20])[CH2:16][CH2:17][O:18][CH3:19])[C@H:11]([CH3:21])[CH2:10]1)#[N:2].